From a dataset of Reaction yield outcomes from USPTO patents with 853,638 reactions. Predict the reaction yield, written as a fraction of the theoretical maximum amount of product (1.0 means a 100% yield; for example, 0.34 means a 34% yield). (1) The reactants are [NH2:1][C:2]1[CH:7]=[CH:6][C:5]([CH3:8])=[CH:4][CH:3]=1.I[C:10]1[CH:15]=[CH:14][C:13]([O:16][CH3:17])=[CH:12][CH:11]=1.CC(C)([O-])C.[Na+].C1(C(C2C=CC=CC=2)=C(P(C2CCCCC2)C2CCCCC2)C)C=CC=CC=1.[Cl-].[NH4+]. The catalyst is C([O-])(=O)C.[Pd+2].C([O-])(=O)C.O1CCOCC1. The product is [CH3:17][O:16][C:13]1[CH:14]=[CH:15][C:10]([NH:1][C:2]2[CH:7]=[CH:6][C:5]([CH3:8])=[CH:4][CH:3]=2)=[CH:11][CH:12]=1. The yield is 0.820. (2) The reactants are [Cl:1][C:2]1[CH:3]=[C:4]([C@@H:12]([CH2:16][CH:17]2[CH2:21][CH2:20][CH2:19][CH2:18]2)[C:13]([OH:15])=O)[CH:5]=[CH:6][C:7]=1[S:8]([CH3:11])(=[O:10])=[O:9].C(Cl)(=O)C(Cl)=O.[O:28]1[CH:32]=[CH:31][CH:30]=[C:29]1[C:33]1[N:34]=[CH:35][C:36]([NH2:39])=[N:37][CH:38]=1.N1C(C)=CC=CC=1C. The catalyst is C(Cl)Cl.CN(C)C=O.O1CCCC1.O. The product is [Cl:1][C:2]1[CH:3]=[C:4]([C@@H:12]([CH2:16][CH:17]2[CH2:21][CH2:20][CH2:19][CH2:18]2)[C:13]([NH:39][C:36]2[CH:35]=[N:34][C:33]([C:29]3[O:28][CH:32]=[CH:31][CH:30]=3)=[CH:38][N:37]=2)=[O:15])[CH:5]=[CH:6][C:7]=1[S:8]([CH3:11])(=[O:9])=[O:10]. The yield is 0.690.